Dataset: Full USPTO retrosynthesis dataset with 1.9M reactions from patents (1976-2016). Task: Predict the reactants needed to synthesize the given product. Given the product [O:1]1[CH2:6][CH2:5][CH2:4][CH2:3][CH:2]1[N:7]1[C:15]2[C:10](=[CH:11][C:12]([C:16]#[C:17][CH:18]=[O:19])=[CH:13][CH:14]=2)[CH:9]=[N:8]1, predict the reactants needed to synthesize it. The reactants are: [O:1]1[CH2:6][CH2:5][CH2:4][CH2:3][CH:2]1[N:7]1[C:15]2[C:10](=[CH:11][C:12]([C:16]#[C:17][CH2:18][OH:19])=[CH:13][CH:14]=2)[CH:9]=[N:8]1.